This data is from Reaction yield outcomes from USPTO patents with 853,638 reactions. The task is: Predict the reaction yield, written as a fraction of the theoretical maximum amount of product (1.0 means a 100% yield; for example, 0.34 means a 34% yield). The reactants are [CH3:1][C:2]1([CH3:31])[N:6]([CH2:7][C:8]2[CH:13]=[CH:12][N:11]=[C:10]([NH:14]C(=O)C)[CH:9]=2)[C:5](=[O:18])[N:4]([C:19]2[CH:24]=[CH:23][C:22]([S:25][C:26]([F:29])([F:28])[F:27])=[CH:21][CH:20]=2)[C:3]1=[O:30].C[O-].[Na+]. The catalyst is CO. The product is [NH2:14][C:10]1[CH:9]=[C:8]([CH2:7][N:6]2[C:2]([CH3:31])([CH3:1])[C:3](=[O:30])[N:4]([C:19]3[CH:24]=[CH:23][C:22]([S:25][C:26]([F:29])([F:28])[F:27])=[CH:21][CH:20]=3)[C:5]2=[O:18])[CH:13]=[CH:12][N:11]=1. The yield is 0.750.